Predict which catalyst facilitates the given reaction. From a dataset of Catalyst prediction with 721,799 reactions and 888 catalyst types from USPTO. Reactant: Cl.[Br:2][C:3]1[CH:8]=[CH:7][C:6](N)=[C:5]([CH3:10])[C:4]=1[Cl:11].N([O-])=O.[Na+]. Product: [Br:2][C:3]1[CH:8]=[CH:7][CH:6]=[C:5]([CH3:10])[C:4]=1[Cl:11]. The catalyst class is: 14.